This data is from Forward reaction prediction with 1.9M reactions from USPTO patents (1976-2016). The task is: Predict the product of the given reaction. (1) Given the reactants I.[N:2]([C:5]1[C:10]([C:11]([O:13][CH3:14])=[O:12])=[C:9]([C:15]([F:18])([F:17])[F:16])[N:8]=[CH:7][CH:6]=1)=[N+]=[N-], predict the reaction product. The product is: [NH2:2][C:5]1[C:10]([C:11]([O:13][CH3:14])=[O:12])=[C:9]([C:15]([F:18])([F:16])[F:17])[N:8]=[CH:7][CH:6]=1. (2) Given the reactants [N+:1]([C:4]1[CH:9]=[CH:8][C:7]([CH2:10][CH2:11][C:12](=[O:17])[CH2:13][C:14](=[O:16])[CH3:15])=[CH:6][CH:5]=1)([O-])=O.[O:18]1[C:23](=[O:24])[CH2:22][CH2:21][CH2:20][C:19]1=[O:25], predict the reaction product. The product is: [O:17]=[C:12]([CH2:13][C:14](=[O:16])[CH3:15])[CH2:11][CH2:10][C:7]1[CH:8]=[CH:9][C:4]([NH:1][C:23]([CH2:22][CH2:21][CH2:20][C:19]([OH:25])=[O:18])=[O:24])=[CH:5][CH:6]=1.